Predict which catalyst facilitates the given reaction. From a dataset of Catalyst prediction with 721,799 reactions and 888 catalyst types from USPTO. (1) Reactant: COC[O:4][C:5]1[CH:10]=[C:9]([O:11]COC)[CH:8]=[CH:7][C:6]=1[CH:15]1[CH2:20][CH2:19][CH2:18][CH:17]([C:21]([NH2:23])=[O:22])[CH2:16]1. Product: [OH:4][C:5]1[CH:10]=[C:9]([OH:11])[CH:8]=[CH:7][C:6]=1[CH:15]1[CH2:20][CH2:19][CH2:18][CH:17]([C:21]([NH2:23])=[O:22])[CH2:16]1. The catalyst class is: 5. (2) Reactant: [N+:1]([C:4]1[CH:5]=[C:6]([CH:10]=[CH:11][C:12]=1[S:13][C:14]#[N:15])[C:7]([OH:9])=[O:8])([O-:3])=[O:2].[CH3:16][Si](C=[N+]=[N-])(C)C. Product: [CH3:16][O:8][C:7](=[O:9])[C:6]1[CH:10]=[CH:11][C:12]([S:13][C:14]#[N:15])=[C:4]([N+:1]([O-:3])=[O:2])[CH:5]=1. The catalyst class is: 275. (3) Reactant: [H-].C([Al+]CC(C)C)C(C)C.[CH2:11]([N:13]1[CH2:18][CH2:17][N:16]([C:19]([C:21]2[CH:26]=[CH:25][C:24]([C:27]3[NH:47][C:30]4[N:31]=[CH:32][N:33]=[C:34]([O:35][C:36]5[C:37]([F:46])=[C:38]6[C:42](=[CH:43][CH:44]=5)[NH:41][C:40]([CH3:45])=[CH:39]6)[C:29]=4[CH:28]=3)=[CH:23][CH:22]=2)=O)[CH2:15][CH2:14]1)[CH3:12].[NH4+].[Cl-].[O-]S([O-])(=O)=O.[Na+].[Na+]. Product: [CH2:11]([N:13]1[CH2:14][CH2:15][N:16]([CH2:19][C:21]2[CH:26]=[CH:25][C:24]([C:27]3[NH:47][C:30]4[N:31]=[CH:32][N:33]=[C:34]([O:35][C:36]5[C:37]([F:46])=[C:38]6[C:42](=[CH:43][CH:44]=5)[NH:41][C:40]([CH3:45])=[CH:39]6)[C:29]=4[CH:28]=3)=[CH:23][CH:22]=2)[CH2:17][CH2:18]1)[CH3:12]. The catalyst class is: 249. (4) Reactant: [C:1]([O:5][C:6]([N:8]1[CH2:13][CH:12]2[CH:10]([O:11]2)[CH2:9]1)=[O:7])([CH3:4])([CH3:3])[CH3:2].[Cl:14][C:15]1[CH:20]=[CH:19][C:18]([C:21]([N:23]2[CH2:28][CH2:27][NH:26][CH2:25][CH2:24]2)=[O:22])=[CH:17][CH:16]=1. Product: [C:1]([O:5][C:6]([N:8]1[CH2:9][CH:10]([OH:11])[CH:12]([N:26]2[CH2:25][CH2:24][N:23]([C:21](=[O:22])[C:18]3[CH:17]=[CH:16][C:15]([Cl:14])=[CH:20][CH:19]=3)[CH2:28][CH2:27]2)[CH2:13]1)=[O:7])([CH3:2])([CH3:3])[CH3:4]. The catalyst class is: 23. (5) Reactant: Cl[C:2]1[CH:7]=[CH:6][CH:5]=[CH:4][CH:3]=1.[Li].[B:9](OCC)([O:13]CC)[O:10]CC.C(O)C. Product: [C:2]1([B:9]([OH:13])[OH:10])[CH:7]=[CH:6][CH:5]=[CH:4][CH:3]=1. The catalyst class is: 1. (6) Reactant: [OH-].[Na+].[F:3][C:4]([CH3:34])([CH3:33])[CH2:5][N:6]1[C:18]([CH3:20])([CH3:19])[CH2:17][C:16]2[C:15]3[C:10](=[CH:11][CH:12]=[CH:13][CH:14]=3)[NH:9][C:8]=2[CH:7]1[C:21]1[CH:26]=[CH:25][C:24](/[CH:27]=[CH:28]/[C:29]([O:31]C)=[O:30])=[CH:23][CH:22]=1. Product: [F:3][C:4]([CH3:34])([CH3:33])[CH2:5][N:6]1[C:18]([CH3:20])([CH3:19])[CH2:17][C:16]2[C:15]3[C:10](=[CH:11][CH:12]=[CH:13][CH:14]=3)[NH:9][C:8]=2[CH:7]1[C:21]1[CH:26]=[CH:25][C:24](/[CH:27]=[CH:28]/[C:29]([OH:31])=[O:30])=[CH:23][CH:22]=1. The catalyst class is: 200. (7) Reactant: [Cl:1][C:2]1[C:7]([O:8][CH3:9])=[CH:6][C:5]([O:10][CH3:11])=[C:4]([Cl:12])[C:3]=1[C:13]1[CH:14]=[C:15]2[C:20](=[CH:21][CH:22]=1)[N:19]=[C:18]([NH:23][C@H:24]1[C@@H:28]([NH2:29])[CH2:27]OC1)[N:17]=[CH:16]2.CCN(C(C)C)[CH:33]([CH3:35])[CH3:34].[C:39](Cl)(=[O:42])[CH:40]=[CH2:41]. Product: [Cl:12][C:4]1[C:5]([O:10][CH3:11])=[CH:6][C:7]([O:8][CH3:9])=[C:2]([Cl:1])[C:3]=1[C:13]1[CH:14]=[C:15]2[C:20](=[CH:21][CH:22]=1)[N:19]=[C:18]([NH:23][C@@H:24]1[CH2:35][CH2:33][CH2:34][CH2:27][C@@H:28]1[NH:29][C:39](=[O:42])[CH:40]=[CH2:41])[N:17]=[CH:16]2. The catalyst class is: 4.